This data is from Forward reaction prediction with 1.9M reactions from USPTO patents (1976-2016). The task is: Predict the product of the given reaction. (1) Given the reactants C(O[C:4]1[C:5](=[O:20])[C:6](=[O:19])[C:7]=1[NH:8][C:9]1[CH:14]=[CH:13][C:12]([N+:15]([O-:17])=[O:16])=[CH:11][C:10]=1[OH:18])C.[Cl:21][C:22]1[C:28](Cl)=[CH:27][CH:26]=[CH:25][C:23]=1[NH2:24].C(OC(=O)C)C, predict the reaction product. The product is: [Cl:21][C:22]1[CH:28]=[CH:27][CH:26]=[CH:25][C:23]=1[NH:24][C:4]1[C:5](=[O:20])[C:6](=[O:19])[C:7]=1[NH:8][C:9]1[CH:14]=[CH:13][C:12]([N+:15]([O-:17])=[O:16])=[CH:11][C:10]=1[OH:18]. (2) Given the reactants CO[C:3](=[O:8])[C:4]([O:6][CH3:7])=[O:5].[CH3:9][C:10]1[CH:15]=[CH:14][C:13]([C:16](=[O:18])[CH3:17])=[CH:12][CH:11]=1, predict the reaction product. The product is: [CH3:9][C:10]1[CH:15]=[CH:14][C:13]([C:16](=[O:18])[CH2:17][C:3](=[O:8])[C:4]([O:6][CH3:7])=[O:5])=[CH:12][CH:11]=1. (3) Given the reactants Br[C:2]1[CH:7]=[CH:6][C:5]([N:8]2[CH2:12][CH2:11][C@@H:10]3[CH2:13][N:14]([CH3:16])[CH2:15][C@H:9]23)=[CH:4][CH:3]=1.[B:17]1([B:17]2[O:21][C:20]([CH3:23])([CH3:22])[C:19]([CH3:25])([CH3:24])[O:18]2)[O:21][C:20]([CH3:23])([CH3:22])[C:19]([CH3:25])([CH3:24])[O:18]1.O1CCOB1.CC([O-])=O.[K+], predict the reaction product. The product is: [CH3:16][N:14]1[CH2:13][C@@H:10]2[C@@H:9]([N:8]([C:5]3[CH:6]=[CH:7][C:2]([B:17]4[O:21][C:20]([CH3:23])([CH3:22])[C:19]([CH3:25])([CH3:24])[O:18]4)=[CH:3][CH:4]=3)[CH2:12][CH2:11]2)[CH2:15]1. (4) Given the reactants [Br:1][C:2]1[CH:3]=[CH:4][C:5]([OH:10])=[C:6]([CH:9]=1)[CH:7]=[O:8].I[CH2:12][CH3:13], predict the reaction product. The product is: [Br:1][C:2]1[CH:3]=[CH:4][C:5]([O:10][CH2:12][CH3:13])=[C:6]([CH:9]=1)[CH:7]=[O:8]. (5) Given the reactants [Cl:1][C:2]1[C:3]([F:40])=[C:4]([C@@H:8]2[C@:12]([C:15]3[CH:20]=[CH:19][C:18]([Cl:21])=[CH:17][C:16]=3[F:22])([C:13]#[N:14])[C@H:11]([CH2:23][C:24]([CH3:27])([CH3:26])[CH3:25])[NH:10][C@H:9]2[C:28]([NH:30][C:31]2[CH:39]=[CH:38][C:34]([C:35](O)=[O:36])=[CH:33][CH:32]=2)=[O:29])[CH:5]=[CH:6][CH:7]=1.NO.Cl.CCN=C=NCCCN(C)C.C1C=CC2[N:63]([OH:64])N=NC=2C=1.CCN(CC)CC, predict the reaction product. The product is: [OH:64][NH:63][C:35]([C:34]1[CH:38]=[CH:39][C:31]([NH:30][C:28]([CH:9]2[CH:8]([C:4]3[CH:5]=[CH:6][CH:7]=[C:2]([Cl:1])[C:3]=3[F:40])[C:12]([C:15]3[CH:20]=[CH:19][C:18]([Cl:21])=[CH:17][C:16]=3[F:22])([C:13]#[N:14])[CH:11]([CH2:23][C:24]([CH3:25])([CH3:27])[CH3:26])[NH:10]2)=[O:29])=[CH:32][CH:33]=1)=[O:36]. (6) Given the reactants [C:1]([O:5][C:6]([N:8]1[CH2:13][C@@H:12]([C:14]([O:16][CH3:17])=[O:15])[CH2:11][C@@H:10]([C:18]([OH:20])=[O:19])[CH2:9]1)=[O:7])([CH3:4])([CH3:3])[CH3:2].C1([C@@H](N)C)C=CC=CC=1, predict the reaction product. The product is: [C:1]([O:5][C:6]([N:8]1[CH2:13][C@H:12]([C:14]([O:16][CH3:17])=[O:15])[CH2:11][C@H:10]([C:18]([OH:20])=[O:19])[CH2:9]1)=[O:7])([CH3:4])([CH3:2])[CH3:3].